This data is from Reaction yield outcomes from USPTO patents with 853,638 reactions. The task is: Predict the reaction yield, written as a fraction of the theoretical maximum amount of product (1.0 means a 100% yield; for example, 0.34 means a 34% yield). (1) The reactants are [N:1]([CH2:4][CH2:5][N:6]1[C:10]2[CH:11]=[CH:12][C:13]([C:15]([N:17]3[CH:26]4[CH:21]([CH2:22][CH2:23][CH2:24][CH2:25]4)[CH2:20][CH2:19][CH2:18]3)=[O:16])=[CH:14][C:9]=2[N:8]=[CH:7]1)=[N+]=[N-]. The catalyst is CO.[Pd]. The product is [NH2:1][CH2:4][CH2:5][N:6]1[C:10]2[CH:11]=[CH:12][C:13]([C:15]([N:17]3[CH:26]4[CH:21]([CH2:22][CH2:23][CH2:24][CH2:25]4)[CH2:20][CH2:19][CH2:18]3)=[O:16])=[CH:14][C:9]=2[N:8]=[CH:7]1. The yield is 0.900. (2) The reactants are [C:1]([C:5]1[CH:10]=[CH:9][C:8]([C:11](=[O:16])[CH2:12][CH2:13][CH2:14]Cl)=[CH:7][CH:6]=1)([CH3:4])([CH3:3])[CH3:2].[I-].[K+].[C:19]1([C:25]([CH:27]2[CH2:32][CH2:31][NH:30][CH2:29][CH2:28]2)=[O:26])[CH:24]=[CH:23][CH:22]=[CH:21][CH:20]=1.C(=O)([O-])[O-].[K+].[K+]. The catalyst is O.C(#N)C. The product is [C:25]([CH:27]1[CH2:32][CH2:31][N:30]([CH2:14][CH2:13][CH2:12][C:11]([C:8]2[CH:9]=[CH:10][C:5]([C:1]([CH3:4])([CH3:3])[CH3:2])=[CH:6][CH:7]=2)=[O:16])[CH2:29][CH2:28]1)(=[O:26])[C:19]1[CH:24]=[CH:23][CH:22]=[CH:21][CH:20]=1. The yield is 0.260. (3) The reactants are [Cl:1][C:2]1[C:11]2[C:6](=[C:7]([Cl:12])[CH:8]=[CH:9][CH:10]=2)[C:5]([OH:13])=[CH:4][N:3]=1.[CH2:14]1CCN2C(=NCCC2)C[CH2:15]1.C1(Br)CC1. The catalyst is O. The product is [Cl:1][C:2]1[C:11]2[C:6](=[C:7]([Cl:12])[CH:8]=[CH:9][CH:10]=2)[C:5]([O:13][CH2:14][CH3:15])=[CH:4][N:3]=1. The yield is 0.0210.